This data is from Forward reaction prediction with 1.9M reactions from USPTO patents (1976-2016). The task is: Predict the product of the given reaction. (1) Given the reactants [C:1]1([C:7]#[CH:8])[CH:6]=[CH:5][CH:4]=[CH:3][CH:2]=1.[Li:9]CCCC.[N-]=C=O.[NH4+].[Cl-], predict the reaction product. The product is: [Li:9][C:1]1([C:7]#[CH:8])[CH:6]=[CH:5][CH:4]=[CH:3][CH2:2]1. (2) Given the reactants N=C=N.[F:4][C:5]([F:43])([F:42])[C:6]1[CH:7]=[C:8]([C:16]2([C:38]([F:41])([F:40])[F:39])[O:20][N:19]=[C:18]([C:21]3[C:30]4[C:25](=[CH:26][CH:27]=[CH:28][CH:29]=4)[C:24]([C:31]([NH:33][CH2:34][C:35]([OH:37])=O)=[O:32])=[CH:23][CH:22]=3)[CH2:17]2)[CH:9]=[C:10]([C:12]([F:15])([F:14])[F:13])[CH:11]=1.[F:44][C:45]([F:49])([F:48])[CH2:46][NH2:47], predict the reaction product. The product is: [F:4][C:5]([F:42])([F:43])[C:6]1[CH:7]=[C:8]([C:16]2([C:38]([F:40])([F:41])[F:39])[O:20][N:19]=[C:18]([C:21]3[C:30]4[C:25](=[CH:26][CH:27]=[CH:28][CH:29]=4)[C:24]([C:31]([NH:33][CH2:34][C:35](=[O:37])[NH:47][CH2:46][C:45]([F:49])([F:48])[F:44])=[O:32])=[CH:23][CH:22]=3)[CH2:17]2)[CH:9]=[C:10]([C:12]([F:15])([F:14])[F:13])[CH:11]=1. (3) Given the reactants [CH:1]([C:4]1[CH:9]=[CH:8][N:7]=[C:6]([C:10]2[C:18]3[C:13](=[CH:14][CH:15]=[C:16]([C:19]([O:21]C)=O)[CH:17]=3)[N:12](S(C3C=CC(C)=CC=3)(=O)=O)[CH:11]=2)[N:5]=1)([CH3:3])[CH3:2].[NH2:33][NH2:34], predict the reaction product. The product is: [CH:1]([C:4]1[CH:9]=[CH:8][N:7]=[C:6]([C:10]2[C:18]3[C:13](=[CH:14][CH:15]=[C:16]([C:19]([NH:33][NH2:34])=[O:21])[CH:17]=3)[NH:12][CH:11]=2)[N:5]=1)([CH3:2])[CH3:3]. (4) Given the reactants [F:1][C:2]1([C:16](OCC)=[O:17])[CH2:7][CH2:6][C:5]2([O:11][C:10]3[CH:12]=[CH:13][CH:14]=[CH:15][C:9]=3[O:8]2)[CH2:4][CH2:3]1.[H-].[Al+3].[Li+].[H-].[H-].[H-].[OH-].[Na+], predict the reaction product. The product is: [F:1][C:2]1([CH2:16][OH:17])[CH2:3][CH2:4][C:5]2([O:8][C:9]3[CH:15]=[CH:14][CH:13]=[CH:12][C:10]=3[O:11]2)[CH2:6][CH2:7]1. (5) Given the reactants [Cl:1][C:2]1[CH:15]=[CH:14][C:5]([CH2:6][N:7]2[CH2:12][CH2:11][CH:10]([NH2:13])[CH2:9][CH2:8]2)=[CH:4][C:3]=1[O:16][CH2:17][CH3:18].[C:19]1([C:29](Cl)=[O:30])[C:28]2[C:23](=[CH:24][CH:25]=[CH:26][CH:27]=2)[CH:22]=[CH:21][CH:20]=1, predict the reaction product. The product is: [Cl:1][C:2]1[CH:15]=[CH:14][C:5]([CH2:6][N:7]2[CH2:12][CH2:11][CH:10]([NH:13][C:29]([C:19]3[C:28]4[C:23](=[CH:24][CH:25]=[CH:26][CH:27]=4)[CH:22]=[CH:21][CH:20]=3)=[O:30])[CH2:9][CH2:8]2)=[CH:4][C:3]=1[O:16][CH2:17][CH3:18].